Predict the reaction yield, written as a fraction of the theoretical maximum amount of product (1.0 means a 100% yield; for example, 0.34 means a 34% yield). From a dataset of Reaction yield outcomes from USPTO patents with 853,638 reactions. (1) The reactants are [C:1]([C:3]1[CH:4]=[N:5][N:6]([CH2:8][C:9]([O:11][CH2:12][CH3:13])=[O:10])[CH:7]=1)#[N:2].C(O[CH:17](OCC)[N:18]([CH3:20])[CH3:19])C. No catalyst specified. The product is [C:1]([C:3]1[CH:4]=[N:5][N:6]([C:8](=[CH:17][N:18]([CH3:20])[CH3:19])[C:9]([O:11][CH2:12][CH3:13])=[O:10])[CH:7]=1)#[N:2]. The yield is 0.890. (2) The reactants are [F:1][C:2]1[CH:3]=[C:4]([CH:7]=[CH:8][C:9]=1[O:10][CH2:11][CH2:12][CH2:13][N:14]1[CH2:19][CH2:18][N:17]([CH3:20])[CH2:16][CH2:15]1)[CH:5]=O.[CH3:21][C:22]1[CH:27]=[CH:26][CH:25]=[C:24]([NH2:28])[C:23]=1[NH2:29]. The yield is 1.00. The product is [F:1][C:2]1[CH:3]=[C:4]([C:5]2[NH:28][C:24]3[CH:25]=[CH:26][CH:27]=[C:22]([CH3:21])[C:23]=3[N:29]=2)[CH:7]=[CH:8][C:9]=1[O:10][CH2:11][CH2:12][CH2:13][N:14]1[CH2:19][CH2:18][N:17]([CH3:20])[CH2:16][CH2:15]1. No catalyst specified. (3) The reactants are [CH3:1][O:2][C:3]1[CH:4]=[C:5]([CH:21]=[CH:22][C:23]=1[O:24][CH2:25][C:26]1[N:27]=[C:28]([C:32]2[CH:37]=[CH:36][CH:35]=[CH:34][CH:33]=2)[O:29][C:30]=1[CH3:31])[CH2:6][O:7][C:8]1[CH:12]=[C:11]([CH:13]=O)[N:10]([C:15]2[CH:20]=[CH:19][CH:18]=[CH:17][CH:16]=2)[N:9]=1.C(OP([CH2:46][C:47]([O:49][CH2:50][CH3:51])=[O:48])(OCC)=O)C.CN(C)C=O.[H-].[Na+]. The catalyst is O. The product is [CH3:1][O:2][C:3]1[CH:4]=[C:5]([CH:21]=[CH:22][C:23]=1[O:24][CH2:25][C:26]1[N:27]=[C:28]([C:32]2[CH:33]=[CH:34][CH:35]=[CH:36][CH:37]=2)[O:29][C:30]=1[CH3:31])[CH2:6][O:7][C:8]1[CH:12]=[C:11](/[CH:13]=[CH:46]/[C:47]([O:49][CH2:50][CH3:51])=[O:48])[N:10]([C:15]2[CH:16]=[CH:17][CH:18]=[CH:19][CH:20]=2)[N:9]=1. The yield is 0.860.